From a dataset of Full USPTO retrosynthesis dataset with 1.9M reactions from patents (1976-2016). Predict the reactants needed to synthesize the given product. (1) The reactants are: [Cl:1][C:2]1[CH:7]=[CH:6][C:5]([CH2:8][C@@H:9]([NH2:30])[C:10]([N:12]2[CH2:17][CH2:16][C:15]([CH:24]3[CH2:29][CH2:28][CH2:27][CH2:26][CH2:25]3)([CH2:18][N:19]3[CH:23]=[N:22][CH:21]=[N:20]3)[CH2:14][CH2:13]2)=[O:11])=[CH:4][CH:3]=1.[C:31]([N:38]1[CH2:43][CH2:42][CH2:41][CH2:40][C:39]1=O)([O:33][C:34]([CH3:37])([CH3:36])[CH3:35])=[O:32].C(O[BH-](OC(=O)C)OC(=O)C)(=O)C.[Na+]. Given the product [Cl:1][C:2]1[CH:7]=[CH:6][C:5]([CH2:8][C@@H:9]([NH:30][CH:41]2[CH2:42][CH2:43][N:38]([C:31]([O:33][C:34]([CH3:37])([CH3:36])[CH3:35])=[O:32])[CH2:39][CH2:40]2)[C:10]([N:12]2[CH2:17][CH2:16][C:15]([CH:24]3[CH2:29][CH2:28][CH2:27][CH2:26][CH2:25]3)([CH2:18][N:19]3[CH:23]=[N:22][CH:21]=[N:20]3)[CH2:14][CH2:13]2)=[O:11])=[CH:4][CH:3]=1, predict the reactants needed to synthesize it. (2) Given the product [NH2:21][C:18]1[CH:17]=[CH:16][C:15]([N:8]2[CH2:13][CH2:12][O:11][CH2:10][C:9]2=[O:14])=[CH:20][CH:19]=1, predict the reactants needed to synthesize it. The reactants are: N1CCOCC1=O.[N:8]1([C:15]2[CH:20]=[CH:19][C:18]([N+:21]([O-])=O)=[CH:17][CH:16]=2)[CH2:13][CH2:12][O:11][CH2:10][C:9]1=[O:14]. (3) Given the product [CH2:1]([O:4][CH2:5][C:6]1[C:14]([O:15][CH3:16])=[CH:13][CH:12]=[CH:11][C:7]=1[C:8]([O:10][C:23]1[C:22]([F:25])=[C:21]([F:26])[C:20]([F:27])=[C:19]([F:28])[C:18]=1[F:17])=[O:9])[CH:2]=[CH2:3], predict the reactants needed to synthesize it. The reactants are: [CH2:1]([O:4][CH2:5][C:6]1[C:14]([O:15][CH3:16])=[CH:13][CH:12]=[CH:11][C:7]=1[C:8]([OH:10])=[O:9])[CH:2]=[CH2:3].[F:17][C:18]1[C:23](O)=[C:22]([F:25])[C:21]([F:26])=[C:20]([F:27])[C:19]=1[F:28].C1CCC(N=C=NC2CCCCC2)CC1.CCCCCC. (4) The reactants are: [OH-].[Na+].[C:3]1([C:9]2[N:10]=[CH:11][N:12]([C:14]3[C:19]([C:20]([O:22]CC)=[O:21])=[CH:18][CH:17]=[CH:16][N:15]=3)[CH:13]=2)[CH:8]=[CH:7][CH:6]=[CH:5][CH:4]=1. Given the product [C:3]1([C:9]2[N:10]=[CH:11][N:12]([C:14]3[C:19]([C:20]([OH:22])=[O:21])=[CH:18][CH:17]=[CH:16][N:15]=3)[CH:13]=2)[CH:4]=[CH:5][CH:6]=[CH:7][CH:8]=1, predict the reactants needed to synthesize it. (5) The reactants are: [OH:1][C:2]1[CH:3]=[C:4]([CH:18]=[C:19]([O:21][CH:22]([CH3:24])[CH3:23])[CH:20]=1)[C:5]([NH:7][C:8]1[N:13]=[CH:12][C:11]([C:14]([O:16][CH3:17])=[O:15])=[CH:10][CH:9]=1)=[O:6].C1(P(C2C=CC=CC=2)C2C=CC=CC=2)C=CC=CC=1.[CH2:44](O)[CH:45]([CH3:47])[CH3:46].CC(OC(/N=N/C(OC(C)C)=O)=O)C. Given the product [CH2:44]([O:1][C:2]1[CH:3]=[C:4]([CH:18]=[C:19]([O:21][CH:22]([CH3:24])[CH3:23])[CH:20]=1)[C:5]([NH:7][C:8]1[N:13]=[CH:12][C:11]([C:14]([O:16][CH3:17])=[O:15])=[CH:10][CH:9]=1)=[O:6])[CH:45]([CH3:47])[CH3:46], predict the reactants needed to synthesize it. (6) Given the product [CH2:32]([O:39][CH:40]1[CH2:45][CH2:44][CH:43]([CH:2]=[O:3])[CH2:42][CH2:41]1)[C:33]1[CH:38]=[CH:37][CH:36]=[CH:35][CH:34]=1, predict the reactants needed to synthesize it. The reactants are: [Cl-].[CH3:2][O:3]C[P+](C1C=CC=CC=1)(C1C=CC=CC=1)C1C=CC=CC=1.C([N-]C(C)C)(C)C.[Li+].[CH2:32]([O:39][CH:40]1[CH2:45][CH2:44][C:43](=O)[CH2:42][CH2:41]1)[C:33]1[CH:38]=[CH:37][CH:36]=[CH:35][CH:34]=1.